This data is from Experimentally validated miRNA-target interactions with 360,000+ pairs, plus equal number of negative samples. The task is: Binary Classification. Given a miRNA mature sequence and a target amino acid sequence, predict their likelihood of interaction. (1) The miRNA is hsa-miR-6790-3p with sequence CGACCUCGGCGACCCCUCACU. The protein sequence of the target gene is MAARPKLHYPNGRGRMESVRWVLAAAGVEFDEEFLETKEQLYKLQDGNHLLFQQVPMVEIDGMKLVQTRSILHYIADKHNLFGKNLKERTLIDMYVEGTLDLLELLIMHPFLKPDDQQKEVVNMAQKAIIRYFPVFEKILRGHGQSFLVGNQLSLADVILLQTILALEEKIPNILSAFPFLQEYTVKLSNIPTIKRFLEPGSKKKPPPDEIYVRTVYNIFRP. Result: 0 (no interaction). (2) The miRNA is hsa-miR-6068 with sequence CCUGCGAGUCUCCGGCGGUGG. The protein sequence of the target gene is MAASVRQARSLLGVAATLAPGSRGYRARPPPRRRPGPRWPDPEDLLTPRWQLGPRYAAKQFARYGAASGVVPGSLWPSPEQLRELEAEEREWYPSLATMQESLRVKQLAEEQKRREREQHIAECMAKMPQMIVNWQQQQRENWEKAQADKERRARLQAEAQELLGYQVDPRSARFQELLQDLEKKERKRLKEEKQKRKKEARAAALAAAVAQDPAASGAPSS. Result: 0 (no interaction). (3) The miRNA is rno-miR-200b-3p with sequence UAAUACUGCCUGGUAAUGAUGAC. The protein sequence of the target gene is MAEVVAEVAEMPTQMSPGAVEMSTPMSAEMMEMSTEVTEMTPGEALASSLFFQHHQFMCSECGSLYNTLEEVLSHQEQHMLAVSEEEALTTQNVGLEPELVPGAEGPFQCGECSQLILSPGELLAHQDAHLRESANQIQYQCWDCQELFPSPELWVAHRKAQHLSATVAEPPVPPPLPPPTPLPPPSPPSEVKMEPYECPECSTLCATPEEFLEHQGTHFDSLEKEERNGLEEEEEDDEEDEEDDEEMEDEEAMAEVGDDAVGGDESTAGWAQGCGDCPQHQPSAGARRQHRRTAHSPAS.... Result: 0 (no interaction).